From a dataset of Reaction yield outcomes from USPTO patents with 853,638 reactions. Predict the reaction yield, written as a fraction of the theoretical maximum amount of product (1.0 means a 100% yield; for example, 0.34 means a 34% yield). (1) The reactants are Br[CH2:2][C:3]([C:5]1[C:13]2[C:8](=[N:9][CH:10]=[CH:11][CH:12]=2)[NH:7][CH:6]=1)=O.[NH2:14][C:15](=[S:25])[CH2:16][NH:17][C:18](=[O:24])[O:19][C:20]([CH3:23])([CH3:22])[CH3:21].CCO. The catalyst is CCOC(C)=O. The product is [C:20]([O:19][C:18](=[O:24])[NH:17][CH2:16][C:15]1[S:25][CH:2]=[C:3]([C:5]2[C:13]3[C:8](=[N:9][CH:10]=[CH:11][CH:12]=3)[NH:7][CH:6]=2)[N:14]=1)([CH3:23])([CH3:21])[CH3:22]. The yield is 0.540. (2) The reactants are [CH2:1]([O:3][C:4](=[O:29])[C@H:5]([O:26][CH2:27][CH3:28])[CH2:6][C:7]1[CH:12]=[CH:11][C:10]([O:13][C@H:14]([C:16]([O:18]CC2C=CC=CC=2)=[O:17])[CH3:15])=[CH:9][CH:8]=1)[CH3:2]. The catalyst is CCO.O.[Pd]. The product is [CH2:1]([O:3][C:4](=[O:29])[C@H:5]([O:26][CH2:27][CH3:28])[CH2:6][C:7]1[CH:12]=[CH:11][C:10]([O:13][C@H:14]([C:16]([OH:18])=[O:17])[CH3:15])=[CH:9][CH:8]=1)[CH3:2]. The yield is 0.680.